Predict the reaction yield, written as a fraction of the theoretical maximum amount of product (1.0 means a 100% yield; for example, 0.34 means a 34% yield). From a dataset of Reaction yield outcomes from USPTO patents with 853,638 reactions. (1) The reactants are [N+:1]([O-:4])(O)=[O:2].[F:5][C:6]1[CH:11]=[CH:10][C:9]([C:12](=[O:18])[C:13]([O:15][CH2:16][CH3:17])=[O:14])=[C:8]([CH3:19])[CH:7]=1. The catalyst is OS(O)(=O)=O. The product is [F:5][C:6]1[C:11]([N+:1]([O-:4])=[O:2])=[CH:10][C:9]([C:12](=[O:18])[C:13]([O:15][CH2:16][CH3:17])=[O:14])=[C:8]([CH3:19])[CH:7]=1. The yield is 0.830. (2) The reactants are [F:1][CH:2]([F:19])[CH2:3][NH:4][CH:5]1[CH2:11][CH2:10][C:9]2[C:12](OC)=[C:13]([NH2:16])[CH:14]=[CH:15][C:8]=2[CH2:7][CH2:6]1.Cl[C:21]1[N:26]=[C:25]([NH:27][C@@H:28]2[C@@H:33]3[CH2:34][C@@H:30]([CH:31]=[CH:32]3)[C@@H:29]2[C:35]([NH2:37])=[O:36])[C:24]([Cl:38])=[CH:23][N:22]=1. The yield is 0.290. No catalyst specified. The product is [Cl:38][C:24]1[C:25]([NH:27][C@@H:28]2[C@@H:33]3[CH2:34][C@@H:30]([CH:31]=[CH:32]3)[C@@H:29]2[C:35]([NH2:37])=[O:36])=[N:26][C:21]([NH:16][C:13]2[CH:14]=[CH:15][C:8]3[CH2:7][CH2:6][CH:5]([NH:4][CH2:3][CH:2]([F:1])[F:19])[CH2:11][CH2:10][C:9]=3[CH:12]=2)=[N:22][CH:23]=1. (3) The reactants are [CH3:1][NH:2][CH3:3].[Cl:4][C:5]1[CH:36]=[CH:35][C:8]([CH2:9][N:10]2[C:18]3[C:13](=[CH:14][C:15]([CH:19]=O)=[CH:16][CH:17]=3)[C:12]([C:21](=[O:33])[C:22]([NH:24][C:25]3[CH:30]=[CH:29][N:28]=[C:27]([O:31][CH3:32])[CH:26]=3)=[O:23])=[C:11]2[CH3:34])=[CH:7][CH:6]=1.C(O[BH-](OC(=O)C)OC(=O)C)(=O)C.[Na+].Cl.CNC. The catalyst is ClCCCl. The product is [Cl:4][C:5]1[CH:6]=[CH:7][C:8]([CH2:9][N:10]2[C:18]3[C:13](=[CH:14][C:15]([CH2:19][N:2]([CH3:3])[CH3:1])=[CH:16][CH:17]=3)[C:12]([C:21](=[O:33])[C:22]([NH:24][C:25]3[CH:30]=[CH:29][N:28]=[C:27]([O:31][CH3:32])[CH:26]=3)=[O:23])=[C:11]2[CH3:34])=[CH:35][CH:36]=1. The yield is 0.0400. (4) The reactants are Br[C:2]1[C:3]([N+:19]([O-:21])=[O:20])=[C:4]2[C:9](=[CH:10][CH:11]=1)[N:8]=[C:7]([C:12]1[S:16][C:15]([CH3:17])=[N:14][C:13]=1[CH3:18])[CH:6]=[CH:5]2.[CH3:22][O:23][C:24]([C:26]1[CH:34]=[C:33]2[C:29]([C:30]([CH:43]3[CH2:48][CH2:47][CH2:46][CH2:45][CH2:44]3)=[C:31](B3OCC(C)(C)CO3)[NH:32]2)=[CH:28][CH:27]=1)=[O:25].C([O-])(O)=O.[Na+]. The catalyst is CO.C1C=CC([P]([Pd]([P](C2C=CC=CC=2)(C2C=CC=CC=2)C2C=CC=CC=2)([P](C2C=CC=CC=2)(C2C=CC=CC=2)C2C=CC=CC=2)[P](C2C=CC=CC=2)(C2C=CC=CC=2)C2C=CC=CC=2)(C2C=CC=CC=2)C2C=CC=CC=2)=CC=1. The product is [CH3:22][O:23][C:24]([C:26]1[CH:34]=[C:33]2[C:29]([C:30]([CH:43]3[CH2:48][CH2:47][CH2:46][CH2:45][CH2:44]3)=[C:31]([C:2]3[C:3]([N+:19]([O-:21])=[O:20])=[C:4]4[C:9](=[CH:10][CH:11]=3)[N:8]=[C:7]([C:12]3[S:16][C:15]([CH3:17])=[N:14][C:13]=3[CH3:18])[CH:6]=[CH:5]4)[NH:32]2)=[CH:28][CH:27]=1)=[O:25]. The yield is 0.760.